The task is: Predict the reactants needed to synthesize the given product.. This data is from Full USPTO retrosynthesis dataset with 1.9M reactions from patents (1976-2016). (1) Given the product [CH2:1]([N:8]([C:12]1[CH:17]=[CH:16][C:15]([O:18][C:19]2[CH:24]=[CH:23][N:22]=[C:21]3[NH:25][N:26]=[C:27]([CH3:28])[C:20]=23)=[C:14]([F:38])[CH:13]=1)[C:9](=[O:11])[CH3:10])[C:2]1[CH:3]=[CH:4][CH:5]=[CH:6][CH:7]=1, predict the reactants needed to synthesize it. The reactants are: [CH2:1]([N:8]([C:12]1[CH:17]=[CH:16][C:15]([O:18][C:19]2[CH:24]=[CH:23][N:22]=[C:21]3[N:25](CC4C=CC(OC)=CC=4)[N:26]=[C:27]([CH3:28])[C:20]=23)=[C:14]([F:38])[CH:13]=1)[C:9](=[O:11])[CH3:10])[C:2]1[CH:7]=[CH:6][CH:5]=[CH:4][CH:3]=1.C(O)(C(F)(F)F)=O. (2) Given the product [OH:38][C:35]1([C:33]([N:1]2[CH2:2][CH2:3][CH:4]([NH:7][C:8]([C:10]3[C:14]4[N:15]=[CH:16][N:17]=[C:18]([C:19]5[CH:24]=[CH:23][C:22]([O:25][CH3:26])=[CH:21][C:20]=5[O:27][CH2:28][CH:29]5[CH2:30][CH2:31]5)[C:13]=4[NH:12][CH:11]=3)=[O:9])[CH2:5][CH2:6]2)=[O:34])[CH2:37][CH2:36]1, predict the reactants needed to synthesize it. The reactants are: [NH:1]1[CH2:6][CH2:5][CH:4]([NH:7][C:8]([C:10]2[C:14]3[N:15]=[CH:16][N:17]=[C:18]([C:19]4[CH:24]=[CH:23][C:22]([O:25][CH3:26])=[CH:21][C:20]=4[O:27][CH2:28][CH:29]4[CH2:31][CH2:30]4)[C:13]=3[NH:12][CH:11]=2)=[O:9])[CH2:3][CH2:2]1.Cl[C:33]([C:35]1([O:38]C(=O)C)[CH2:37][CH2:36]1)=[O:34].